From a dataset of Catalyst prediction with 721,799 reactions and 888 catalyst types from USPTO. Predict which catalyst facilitates the given reaction. (1) Reactant: [CH2:1]([O:8][CH2:9][C@H:10]1[O:14][C:13]([CH3:16])([CH3:15])[O:12][C@H:11]1[C@H:17]1[C@@H:22]2[NH:23][C:24](=[O:26])[O:25][C@H:21]2[CH2:20][C@:19](OP(OCCCC)(OCCCC)=O)([C:27]([O:29][CH3:30])=[O:28])[O:18]1)[C:2]1[CH:7]=[CH:6][CH:5]=[CH:4][CH:3]=1.[C:44]([O:52][C@@H:53]1[C@@H:58]([OH:59])[C@@H:57]([OH:60])[C@@H:56]([CH2:61][O:62][CH2:63][C:64]2[CH:69]=[CH:68][CH:67]=[CH:66][CH:65]=2)[O:55][C@H:54]1[S:70][C:71]1[CH:76]=[CH:75][C:74]([CH3:77])=[CH:73][CH:72]=1)(=[O:51])[C:45]1[CH:50]=[CH:49][CH:48]=[CH:47][CH:46]=1.[Si](OS(C(F)(F)F)(=O)=O)(C)(C)C.C(N(CC)CC)C. Product: [C:44]([O:52][C@@H:53]1[C@@H:58]([O:59][C@@:19]2([C:27]([O:29][CH3:30])=[O:28])[O:18][C@@H:17]([C@H:11]3[C@@H:10]([CH2:9][O:8][CH2:1][C:2]4[CH:3]=[CH:4][CH:5]=[CH:6][CH:7]=4)[O:14][C:13]([CH3:16])([CH3:15])[O:12]3)[C@@H:22]3[NH:23][C:24](=[O:26])[O:25][C@H:21]3[CH2:20]2)[C@@H:57]([OH:60])[C@@H:56]([CH2:61][O:62][CH2:63][C:64]2[CH:69]=[CH:68][CH:67]=[CH:66][CH:65]=2)[O:55][C@H:54]1[S:70][C:71]1[CH:76]=[CH:75][C:74]([CH3:77])=[CH:73][CH:72]=1)(=[O:51])[C:45]1[CH:46]=[CH:47][CH:48]=[CH:49][CH:50]=1. The catalyst class is: 2. (2) Reactant: CC1C=CC(S(O[CH2:12][C@H:13]2[CH:22]=[CH:21][C:20]3[C:15](=[C:16]([C:24]4[CH:29]=[C:28]([Cl:30])[CH:27]=[CH:26][C:25]=4[Cl:31])[CH:17]=[C:18]([F:23])[CH:19]=3)[O:14]2)(=O)=O)=CC=1.[N-:32]=[N+:33]=[N-:34].[Na+]. Product: [N:32]([CH2:12][C@H:13]1[CH2:22][CH2:21][C:20]2[C:15](=[C:16]([C:24]3[CH:29]=[C:28]([Cl:30])[CH:27]=[CH:26][C:25]=3[Cl:31])[CH:17]=[C:18]([F:23])[CH:19]=2)[O:14]1)=[N+:33]=[N-:34]. The catalyst class is: 3. (3) Reactant: [NH2:1][C:2]1[S:3][CH:4]=[C:5]([CH2:11][O:12][CH2:13][O:14][CH3:15])[C:6]=1[S:7]([NH2:10])(=[O:9])=[O:8].CS[C:18](SC)=[C:19]1[C:28](=[O:29])[C@@:27]([CH2:31][CH2:32][C:33]([CH3:36])([CH3:35])[CH3:34])([CH3:30])[C:26]2[C:21](=[CH:22][CH:23]=[CH:24][CH:25]=2)[C:20]1=[O:37]. Product: [CH3:34][C:33]([CH3:36])([CH3:35])[CH2:32][CH2:31][C@:27]1([CH3:30])[C:26]2[C:21](=[CH:22][CH:23]=[CH:24][CH:25]=2)[C:20]([OH:37])=[C:19]([C:18]2[NH:1][C:2]3[S:3][CH:4]=[C:5]([CH2:11][O:12][CH2:13][O:14][CH3:15])[C:6]=3[S:7](=[O:8])(=[O:9])[N:10]=2)[C:28]1=[O:29]. The catalyst class is: 11. (4) The catalyst class is: 3. Reactant: Br[CH2:2][CH2:3][N:4]1[C:12]([S:13][C:14]2[CH:19]=[C:18]([Cl:20])[CH:17]=[C:16]([Cl:21])[CH:15]=2)=[N:11][C:10]2[C:5]1=[N:6][CH:7]=[N:8][C:9]=2[NH2:22].[CH3:23][N:24]1[CH2:29][CH2:28][NH:27][CH2:26][CH2:25]1. Product: [Cl:21][C:16]1[CH:15]=[C:14]([S:13][C:12]2[N:4]([CH2:3][CH2:2][N:27]3[CH2:28][CH2:29][N:24]([CH3:23])[CH2:25][CH2:26]3)[C:5]3[C:10]([N:11]=2)=[C:9]([NH2:22])[N:8]=[CH:7][N:6]=3)[CH:19]=[C:18]([Cl:20])[CH:17]=1. (5) Reactant: C(=O)([S:3][CH2:4][CH2:5][C@H:6]([NH:16][C:17]([O:19][CH2:20][C:21]1[CH:26]=[CH:25][CH:24]=[CH:23][CH:22]=1)=[O:18])[C:7](=[O:15])[NH:8][CH2:9][CH2:10][CH2:11][CH2:12][CH:13]=[O:14])C.C[O-].[Na+]. Product: [SH:3][CH2:4][CH2:5][C@H:6]([NH:16][C:17](=[O:18])[O:19][CH2:20][C:21]1[CH:22]=[CH:23][CH:24]=[CH:25][CH:26]=1)[C:7](=[O:15])[NH:8][CH2:9][CH2:10][CH2:11][CH2:12][CH:13]=[O:14]. The catalyst class is: 5. (6) Reactant: C(OC([NH:8][C@@:9]([CH3:24])([C:18]1[CH:23]=[CH:22][CH:21]=[CH:20][CH:19]=1)[C:10]([N:12]1[CH2:17][CH2:16][O:15][CH2:14][CH2:13]1)=[O:11])=O)(C)(C)C.[ClH:25]. Product: [ClH:25].[CH3:24][C@:9]([NH2:8])([C:18]1[CH:23]=[CH:22][CH:21]=[CH:20][CH:19]=1)[C:10]([N:12]1[CH2:13][CH2:14][O:15][CH2:16][CH2:17]1)=[O:11]. The catalyst class is: 12. (7) Reactant: CP(C)C.[N:5]([CH2:8][C:9]1([C:15]([O:17][CH2:18][CH3:19])=[O:16])[CH2:14][CH2:13][CH2:12][CH2:11][O:10]1)=[N+]=[N-].O. Product: [NH2:5][CH2:8][C:9]1([C:15]([O:17][CH2:18][CH3:19])=[O:16])[CH2:14][CH2:13][CH2:12][CH2:11][O:10]1. The catalyst class is: 49.